Task: Predict the reaction yield, written as a fraction of the theoretical maximum amount of product (1.0 means a 100% yield; for example, 0.34 means a 34% yield).. Dataset: Reaction yield outcomes from USPTO patents with 853,638 reactions The reactants are [CH3:1][O:2][C:3](=[O:34])[CH:4]([C:9]1[C:14]([CH3:15])=[CH:13][CH:12]=[C:11]([O:16]CC2C=CC=CC=2)[C:10]=1[C:24]1[CH:25]=[C:26]2[C:31](=[CH:32][CH:33]=1)[O:30][CH2:29][CH2:28][CH2:27]2)[O:5][CH2:6][CH2:7][CH3:8].C([O-])=O.[NH4+]. The catalyst is CO.[Pd]. The product is [CH3:1][O:2][C:3](=[O:34])[CH:4]([C:9]1[C:14]([CH3:15])=[CH:13][CH:12]=[C:11]([OH:16])[C:10]=1[C:24]1[CH:25]=[C:26]2[C:31](=[CH:32][CH:33]=1)[O:30][CH2:29][CH2:28][CH2:27]2)[O:5][CH2:6][CH2:7][CH3:8]. The yield is 0.440.